Task: Binary Classification. Given a miRNA mature sequence and a target amino acid sequence, predict their likelihood of interaction.. Dataset: Experimentally validated miRNA-target interactions with 360,000+ pairs, plus equal number of negative samples The miRNA is mmu-miR-1897-5p with sequence CUUUGGAUGGAGAAAGAGGGGG. The protein sequence of the target gene is MASEGPREPESEGIKLSADVKPFVPRFAGLNVAWLESSEACVFPSSAATYYPFVQEPPVTEQKIYTEDMAFGASTFPPQYLSSEITLHPYAYSPYTLDSTQNVYSVPGSQYLYNQPSCYRGFQTVKHRNENTCPLPQEMKALFKKKTYDEKKTYDQQKFDSERADGTISSEIKSARGSHHLSIYAENSLKSDGYHKRTDRKSRIIAKNVSTSKPEFEFTTLDFPELQGAENNMSEIQKQPKWGPVHSVSTDISLLREVVKPAAVLSKGEIVVKNNPNESVTANAATNSPSCTRELSWTPM.... Result: 0 (no interaction).